Task: Binary Classification. Given a drug SMILES string, predict its activity (active/inactive) in a high-throughput screening assay against a specified biological target.. Dataset: Serine/threonine kinase 33 screen with 319,792 compounds The molecule is Clc1c(sc2c1cccc2)C(=O)Nc1ccc(N2CCN(CC2)C)cc1. The result is 0 (inactive).